Dataset: TCR-epitope binding with 47,182 pairs between 192 epitopes and 23,139 TCRs. Task: Binary Classification. Given a T-cell receptor sequence (or CDR3 region) and an epitope sequence, predict whether binding occurs between them. (1) The epitope is KLWAQCVQL. The TCR CDR3 sequence is CASSFVNTEAFF. Result: 0 (the TCR does not bind to the epitope). (2) The epitope is KAYNVTQAF. The TCR CDR3 sequence is CASSLGGGSLYEQYF. Result: 0 (the TCR does not bind to the epitope). (3) Result: 1 (the TCR binds to the epitope). The epitope is VVYRGTTTY. The TCR CDR3 sequence is CASSQDWLAGMRETQYF. (4) The epitope is FIAGLIAIV. Result: 1 (the TCR binds to the epitope). The TCR CDR3 sequence is CASSLGSTNQPQHF. (5) The epitope is LLSAGIFGA. The TCR CDR3 sequence is CASSLSDSSYNSPLHF. Result: 1 (the TCR binds to the epitope). (6) The epitope is ILKEPVHGV. The TCR CDR3 sequence is CASKRGTQETQYF. Result: 0 (the TCR does not bind to the epitope). (7) The epitope is IPIQASLPF. The TCR CDR3 sequence is CASSHTDYSNQPQHF. Result: 0 (the TCR does not bind to the epitope).